This data is from Peptide-MHC class I binding affinity with 185,985 pairs from IEDB/IMGT. The task is: Regression. Given a peptide amino acid sequence and an MHC pseudo amino acid sequence, predict their binding affinity value. This is MHC class I binding data. (1) The peptide sequence is KPIPHRTVL. The MHC is HLA-B15:17 with pseudo-sequence HLA-B15:17. The binding affinity (normalized) is 0.0847. (2) The peptide sequence is FLFLAWIMLL. The MHC is HLA-A02:01 with pseudo-sequence HLA-A02:01. The binding affinity (normalized) is 0.594. (3) The peptide sequence is IFMLQKCDL. The MHC is HLA-A11:01 with pseudo-sequence HLA-A11:01. The binding affinity (normalized) is 0.0847.